From a dataset of Peptide-MHC class II binding affinity with 134,281 pairs from IEDB. Regression. Given a peptide amino acid sequence and an MHC pseudo amino acid sequence, predict their binding affinity value. This is MHC class II binding data. The peptide sequence is AFKVAATAKNAAPAN. The MHC is DRB1_0802 with pseudo-sequence DRB1_0802. The binding affinity (normalized) is 0.638.